This data is from Full USPTO retrosynthesis dataset with 1.9M reactions from patents (1976-2016). The task is: Predict the reactants needed to synthesize the given product. (1) Given the product [Br-:6].[CH2:11]([O:10][C:8](=[O:9])[CH2:7][S+:1]1[CH2:5][CH2:4][CH2:3][CH2:2]1)[CH3:12], predict the reactants needed to synthesize it. The reactants are: [S:1]1[CH2:5][CH2:4][CH2:3][CH2:2]1.[Br:6][CH2:7][C:8]([O:10][CH2:11][CH3:12])=[O:9]. (2) The reactants are: [CH3:1][C:2]1[N:7]=[C:6]([C:8]([N:10]2[CH2:15][CH2:14][O:13][CH2:12][CH2:11]2)=[O:9])[CH:5]=[CH:4][C:3]=1[N+:16]([O-])=O.C(O)(=O)C.C(#N)C. Given the product [NH2:16][C:3]1[CH:4]=[CH:5][C:6]([C:8]([N:10]2[CH2:15][CH2:14][O:13][CH2:12][CH2:11]2)=[O:9])=[N:7][C:2]=1[CH3:1], predict the reactants needed to synthesize it. (3) Given the product [F:17][C:13]1[CH:12]=[C:11]2[C:16]([C:8]([C:5]3[CH:4]=[CH:3][C:2]([NH:34][CH2:33][CH2:32][CH2:31][S:28]([CH3:27])(=[O:30])=[O:29])=[N:7][CH:6]=3)=[CH:9][N:10]2[S:18]([C:21]2[CH:26]=[CH:25][CH:24]=[CH:23][CH:22]=2)(=[O:20])=[O:19])=[CH:15][CH:14]=1, predict the reactants needed to synthesize it. The reactants are: Cl[C:2]1[N:7]=[CH:6][C:5]([C:8]2[C:16]3[C:11](=[CH:12][C:13]([F:17])=[CH:14][CH:15]=3)[N:10]([S:18]([C:21]3[CH:26]=[CH:25][CH:24]=[CH:23][CH:22]=3)(=[O:20])=[O:19])[CH:9]=2)=[CH:4][CH:3]=1.[CH3:27][S:28]([CH2:31][CH2:32][CH2:33][NH2:34])(=[O:30])=[O:29]. (4) Given the product [Br:2][C:3]1[CH:9]=[CH:8][C:6]([NH:7][C:11]([NH2:12])=[NH:10])=[CH:5][CH:4]=1, predict the reactants needed to synthesize it. The reactants are: Cl.[Br:2][C:3]1[CH:9]=[CH:8][C:6]([NH2:7])=[CH:5][CH:4]=1.[NH:10]=[C:11]=[NH:12].C(=O)([O-])[O-].[K+].[K+]. (5) The reactants are: [C:1]1([CH3:10])[C:2]([N:7]=[C:8]=[O:9])=[CH:3][CH:4]=[CH:5][CH:6]=1.[NH2:11][C:12]1[CH:13]=[C:14]([NH:18][C:19]([NH:21][C:22]2[CH:27]=[CH:26][CH:25]=[C:24]([NH2:28])[CH:23]=2)=[O:20])[CH:15]=[CH:16][CH:17]=1. Given the product [CH3:10][C:1]1[CH:6]=[CH:5][CH:4]=[CH:3][C:2]=1[NH:7][C:8]([NH:28][C:24]1[CH:23]=[C:22]([NH:21][C:19]([NH:18][C:14]2[CH:15]=[CH:16][CH:17]=[C:12]([NH:11][C:8](=[O:9])[NH:7][C:2]3[CH:3]=[CH:4][CH:5]=[CH:6][C:1]=3[CH3:10])[CH:13]=2)=[O:20])[CH:27]=[CH:26][CH:25]=1)=[O:9], predict the reactants needed to synthesize it.